Dataset: Full USPTO retrosynthesis dataset with 1.9M reactions from patents (1976-2016). Task: Predict the reactants needed to synthesize the given product. (1) Given the product [C:1]([O:5][C:6]([NH:7][C@@H:8]1[CH2:12][CH2:11][C@H:10]([CH2:13][O:14][S:24]([CH3:23])(=[O:26])=[O:25])[CH2:9]1)=[O:15])([CH3:4])([CH3:2])[CH3:3], predict the reactants needed to synthesize it. The reactants are: [C:1]([O:5][C:6](=[O:15])[NH:7][C@H:8]1[CH2:12][CH2:11][C@@H:10]([CH2:13][OH:14])[CH2:9]1)([CH3:4])([CH3:3])[CH3:2].C(N(CC)CC)C.[CH3:23][S:24](Cl)(=[O:26])=[O:25]. (2) Given the product [CH2:38]([O:37][CH2:36][C@H:18]([NH:17][C:14](=[O:16])[CH2:13][C:5]1[CH:6]=[CH:7][C:8]([C:9]([F:10])([F:11])[F:12])=[C:3]([F:2])[CH:4]=1)[C:19]([NH:21][C:22]1[CH:27]=[CH:26][C:25]([O:28][C:29]2[CH:34]=[CH:33][C:32]([F:35])=[CH:31][CH:30]=2)=[CH:24][CH:23]=1)=[O:20])[C:39]1[CH:44]=[CH:43][CH:42]=[CH:41][CH:40]=1, predict the reactants needed to synthesize it. The reactants are: Cl.[F:2][C:3]1[CH:4]=[C:5]([CH2:13][C:14]([OH:16])=O)[CH:6]=[CH:7][C:8]=1[C:9]([F:12])([F:11])[F:10].[NH2:17][C@@H:18]([CH2:36][O:37][CH2:38][C:39]1[CH:44]=[CH:43][CH:42]=[CH:41][CH:40]=1)[C:19]([NH:21][C:22]1[CH:27]=[CH:26][C:25]([O:28][C:29]2[CH:34]=[CH:33][C:32]([F:35])=[CH:31][CH:30]=2)=[CH:24][CH:23]=1)=[O:20]. (3) Given the product [Cl:1][C:2]1[CH:7]=[C:6]([F:8])[CH:5]=[CH:4][C:3]=1[N:9]1[CH2:10][CH2:11][N:12]([CH2:15][CH2:16][CH2:17][CH2:18][CH2:19][C:20]2[N:29]=[C:28]3[C:23]([CH2:24][CH2:25][C:26](=[O:30])[NH:27]3)=[CH:22][CH:21]=2)[CH2:13][CH2:14]1, predict the reactants needed to synthesize it. The reactants are: [Cl:1][C:2]1[CH:7]=[C:6]([F:8])[CH:5]=[CH:4][C:3]=1[N:9]1[CH2:14][CH2:13][N:12]([CH2:15][CH2:16][CH2:17][CH:18]=[CH:19][C:20]2[N:29]=[C:28]3[C:23]([CH2:24][CH2:25][C:26](=[O:30])[NH:27]3)=[CH:22][CH:21]=2)[CH2:11][CH2:10]1.CCOCC. (4) Given the product [Br:14][C:15]1[N:16]=[CH:17][N:18]([C:23]2[CH:28]=[CH:27][C:26]([CH3:29])=[CH:25][C:24]=2[CH3:30])[C:19]=1[C:3](=[O:5])[CH2:2][C:1]([O:7][CH2:8][CH3:9])=[O:6], predict the reactants needed to synthesize it. The reactants are: [C:1]([O:7][CH2:8][CH3:9])(=[O:6])[CH2:2][C:3]([O-:5])=O.C[Mg]Br.Cl.[Br:14][C:15]1[N:16]=[CH:17][N:18]([C:23]2[CH:28]=[CH:27][C:26]([CH3:29])=[CH:25][C:24]=2[CH3:30])[C:19]=1C(Cl)=O. (5) Given the product [O:10]1[CH2:11][CH:12]=[C:13]([C:7]2[CH:6]=[CH:5][C:3]([NH2:4])=[C:2]([F:1])[CH:8]=2)[CH2:14][CH2:15]1, predict the reactants needed to synthesize it. The reactants are: [F:1][C:2]1[CH:8]=[C:7](I)[CH:6]=[CH:5][C:3]=1[NH2:4].[O:10]1[CH2:15][CH:14]=[C:13](B2OC(C)(C)C(C)(C)O2)[CH2:12][CH2:11]1.CC(C1C=C(C(C)C)C(C2C=CC=CC=2P(C2CCCCC2)C2CCCCC2)=C(C(C)C)C=1)C.C(=O)([O-])[O-].[Cs+].[Cs+].